This data is from Catalyst prediction with 721,799 reactions and 888 catalyst types from USPTO. The task is: Predict which catalyst facilitates the given reaction. (1) Reactant: [F:1][C:2]1[CH:3]=[C:4]([C:8]([N+:12]([O-:14])=[O:13])=[CH:9][C:10]=1[F:11])[C:5](O)=[O:6].CO. Product: [F:11][C:10]1[C:2]([F:1])=[CH:3][C:4]([CH2:5][OH:6])=[C:8]([N+:12]([O-:14])=[O:13])[CH:9]=1. The catalyst class is: 1. (2) Reactant: [CH3:1][O:2][C:3]([C:5]1([NH:12][C:13](=[O:23])[C:14]2[CH:19]=[CH:18][C:17]([O:20][CH3:21])=[C:16]([OH:22])[CH:15]=2)[CH2:11][CH2:10][CH2:9][CH2:8][CH2:7][CH2:6]1)=[O:4].C1(P(C2C=CC=CC=2)C2C=CC=CC=2)C=CC=CC=1.[Cl:43][C:44]1[CH:45]=[CH:46][C:47]([F:53])=[C:48]([CH2:50][CH2:51]O)[CH:49]=1.CC(OC(/N=N/C(OC(C)C)=O)=O)C. Product: [CH3:1][O:2][C:3]([C:5]1([NH:12][C:13](=[O:23])[C:14]2[CH:19]=[CH:18][C:17]([O:20][CH3:21])=[C:16]([O:22][CH2:51][CH2:50][C:48]3[CH:49]=[C:44]([Cl:43])[CH:45]=[CH:46][C:47]=3[F:53])[CH:15]=2)[CH2:6][CH2:7][CH2:8][CH2:9][CH2:10][CH2:11]1)=[O:4]. The catalyst class is: 1. (3) Product: [CH2:1]([O:3][C:4]([C:6]1[CH:7]=[N:8][N:9]([C:24]([C:18]2[CH:23]=[CH:22][CH:21]=[CH:20][CH:19]=2)([C:31]2[CH:32]=[CH:33][CH:34]=[CH:35][CH:36]=2)[C:25]2[CH:26]=[CH:27][CH:28]=[CH:29][CH:30]=2)[CH:10]=1)=[O:5])[CH3:2]. The catalyst class is: 42. Reactant: [CH2:1]([O:3][C:4]([C:6]1[CH:7]=[N:8][NH:9][CH:10]=1)=[O:5])[CH3:2].C(N(CC)CC)C.[C:18]1([C:24](Br)([C:31]2[CH:36]=[CH:35][CH:34]=[CH:33][CH:32]=2)[C:25]2[CH:30]=[CH:29][CH:28]=[CH:27][CH:26]=2)[CH:23]=[CH:22][CH:21]=[CH:20][CH:19]=1.O. (4) Reactant: [NH2:1][C:2]1[CH:10]=[CH:9][C:5]([C:6]([NH2:8])=[O:7])=[CH:4][CH:3]=1.N1C=CC=CC=1.Cl[C:18]([O:20][C:21]1[CH:26]=[CH:25][CH:24]=[CH:23][CH:22]=1)=[O:19].CCCCC. Product: [C:6]([C:5]1[CH:9]=[CH:10][C:2]([NH:1][C:18](=[O:19])[O:20][C:21]2[CH:26]=[CH:25][CH:24]=[CH:23][CH:22]=2)=[CH:3][CH:4]=1)(=[O:7])[NH2:8]. The catalyst class is: 343. (5) Reactant: [Cl:1][C:2]1[CH:7]=[C:6]([C:8](OC)=[O:9])[CH:5]=[CH:4][N:3]=1.[H-].C([Al+]CC(C)C)C(C)C.[NH4+].[Cl-]. Product: [Cl:1][C:2]1[CH:7]=[C:6]([CH2:8][OH:9])[CH:5]=[CH:4][N:3]=1. The catalyst class is: 1. (6) Reactant: Cl[C:2]1[N:7]=[C:6]([O:8][CH2:9][C:10]([F:13])([F:12])[F:11])[N:5]=[C:4]([NH:14][C:15]2[CH:24]=[CH:23][C:18]([C:19]([O:21][CH3:22])=[O:20])=[C:17]([O:25][CH2:26][CH2:27][CH2:28][Cl:29])[CH:16]=2)[N:3]=1.[NH2:30][CH2:31][CH2:32][CH2:33][CH2:34][CH2:35][CH2:36][CH2:37][CH2:38][NH:39][C:40](=[O:46])[O:41][C:42]([CH3:45])([CH3:44])[CH3:43]. Product: [C:42]([O:41][C:40]([NH:39][CH2:38][CH2:37][CH2:36][CH2:35][CH2:34][CH2:33][CH2:32][CH2:31][NH:30][C:2]1[N:7]=[C:6]([O:8][CH2:9][C:10]([F:13])([F:12])[F:11])[N:5]=[C:4]([NH:14][C:15]2[CH:24]=[CH:23][C:18]([C:19]([O:21][CH3:22])=[O:20])=[C:17]([O:25][CH2:26][CH2:27][CH2:28][Cl:29])[CH:16]=2)[N:3]=1)=[O:46])([CH3:45])([CH3:44])[CH3:43]. The catalyst class is: 76. (7) Reactant: C([O:4][CH2:5][C@@H:6]1[C@@H:11]([O:12]C(=O)C)[C@@:10]([O:17]C(=O)C)([CH3:16])[C@H:9]([O:21]C(=O)C)[C@@H:8]([O:25][C:26]2[CH:31]=[CH:30][C:29]([C:32]3[CH:37]=[CH:36][CH:35]=[C:34]([C:38](=[O:41])[NH:39][CH3:40])[CH:33]=3)=[CH:28][C:27]=2[CH3:42])[O:7]1)(=O)C.C[O-].[Na+]. Product: [CH3:40][NH:39][C:38](=[O:41])[C:34]1[CH:35]=[CH:36][CH:37]=[C:32]([C:29]2[CH:30]=[CH:31][C:26]([O:25][C@@H:8]3[C@@H:9]([OH:21])[C@:10]([OH:17])([CH3:16])[C@H:11]([OH:12])[C@@H:6]([CH2:5][OH:4])[O:7]3)=[C:27]([CH3:42])[CH:28]=2)[CH:33]=1. The catalyst class is: 5.